From a dataset of Full USPTO retrosynthesis dataset with 1.9M reactions from patents (1976-2016). Predict the reactants needed to synthesize the given product. Given the product [CH2:1]([N:8]([CH2:21][C:22]1[CH:40]=[CH:39][C:25]([O:26][C:27]2[CH:32]=[CH:31][C:30]([CH2:33][CH2:34][CH2:35][C:36]([NH:42][CH2:43][CH2:44][CH2:45][C:46]([OH:48])=[O:47])=[O:37])=[CH:29][CH:28]=2)=[CH:24][CH:23]=1)[C:9]1[CH:14]=[CH:13][CH:12]=[C:11]([NH:15][S:16]([CH3:19])(=[O:17])=[O:18])[C:10]=1[CH3:20])[C:2]1[CH:7]=[CH:6][CH:5]=[CH:4][CH:3]=1, predict the reactants needed to synthesize it. The reactants are: [CH2:1]([N:8]([CH2:21][C:22]1[CH:40]=[CH:39][C:25]([O:26][C:27]2[CH:32]=[CH:31][C:30]([CH2:33][CH2:34][CH2:35][C:36](O)=[O:37])=[CH:29][CH:28]=2)=[CH:24][CH:23]=1)[C:9]1[CH:14]=[CH:13][CH:12]=[C:11]([NH:15][S:16]([CH3:19])(=[O:18])=[O:17])[C:10]=1[CH3:20])[C:2]1[CH:7]=[CH:6][CH:5]=[CH:4][CH:3]=1.Cl.[NH2:42][CH2:43][CH2:44][CH2:45][C:46]([O:48]CC)=[O:47].